Dataset: Forward reaction prediction with 1.9M reactions from USPTO patents (1976-2016). Task: Predict the product of the given reaction. (1) Given the reactants [CH2:1]([N:3]1[C:9]2[CH:10]=[C:11]([NH2:14])[CH:12]=[CH:13][C:8]=2[CH2:7][N:6]([CH2:15][CH3:16])[CH2:5][CH2:4]1)[CH3:2].Cl[C:18]1[N:23]=[C:22]([NH:24][C:25]2[CH:30]=[CH:29][CH:28]=[CH:27][C:26]=2[N:31]2[CH:35]=[CH:34][CH:33]=[N:32]2)[C:21]([Cl:36])=[CH:20][N:19]=1, predict the reaction product. The product is: [Cl:36][C:21]1[C:22]([NH:24][C:25]2[CH:30]=[CH:29][CH:28]=[CH:27][C:26]=2[N:31]2[CH:35]=[CH:34][CH:33]=[N:32]2)=[N:23][C:18]([NH:14][C:11]2[CH:12]=[CH:13][C:8]3[CH2:7][N:6]([CH2:15][CH3:16])[CH2:5][CH2:4][N:3]([CH2:1][CH3:2])[C:9]=3[CH:10]=2)=[N:19][CH:20]=1. (2) Given the reactants [F:1][C:2]([F:29])([F:28])[C:3]([CH2:19][C:20]1[CH:25]=[CH:24][CH:23]=[CH:22][C:21]=1[O:26]C)([OH:18])[CH:4]=[N:5][C:6]1[CH:15]=[C:14]([F:16])[CH:13]=[C:12]2[C:7]=1[CH:8]=[N:9][C:10]([CH3:17])=[N:11]2.B(Br)(Br)Br, predict the reaction product. The product is: [F:16][C:14]1[CH:13]=[C:12]2[C:7]([CH:8]=[N:9][C:10]([CH3:17])=[N:11]2)=[C:6]([NH:5][CH:4]2[C:3]([C:2]([F:29])([F:28])[F:1])([OH:18])[CH2:19][C:20]3[C:21](=[CH:22][CH:23]=[CH:24][CH:25]=3)[O:26]2)[CH:15]=1.